This data is from Full USPTO retrosynthesis dataset with 1.9M reactions from patents (1976-2016). The task is: Predict the reactants needed to synthesize the given product. (1) Given the product [CH3:1][O:2][C:3](=[O:11])[C:4]1[CH:9]=[CH:8][C:7]([O:10][S:19]([CH3:18])(=[O:21])=[O:20])=[CH:6][CH:5]=1, predict the reactants needed to synthesize it. The reactants are: [CH3:1][O:2][C:3](=[O:11])[C:4]1[CH:9]=[CH:8][C:7]([OH:10])=[CH:6][CH:5]=1.N1C=CC=CC=1.[CH3:18][S:19](Cl)(=[O:21])=[O:20]. (2) Given the product [Br:1][C:2]1[CH:9]=[CH:8][C:5]([NH:6][CH3:7])=[C:4]([N+:10]([O-:12])=[O:11])[C:3]=1[S:26][C:20]1[CH:25]=[CH:24][CH:23]=[CH:22][CH:21]=1, predict the reactants needed to synthesize it. The reactants are: [Br:1][C:2]1[CH:9]=[CH:8][C:5]([NH:6][CH3:7])=[C:4]([N+:10]([O-:12])=[O:11])[C:3]=1F.C(=O)([O-])[O-].[Cs+].[Cs+].[C:20]1([SH:26])[CH:25]=[CH:24][CH:23]=[CH:22][CH:21]=1. (3) Given the product [C:1](=[O:4])([S:3][C:25]1[CH:26]=[CH:27][C:21]2[O:20][C:19]([C:16]3[CH:17]=[CH:18][C:13]([Cl:12])=[CH:14][CH:15]=3)=[N:23][C:22]=2[CH:24]=1)[CH3:2], predict the reactants needed to synthesize it. The reactants are: [C:1]([O-:4])(=[S:3])[CH3:2].[K+].F[B-](F)(F)F.[H+].[Cl:12][C:13]1[CH:18]=[CH:17][C:16]([C:19]2[O:20][C:21]3[CH:27]=[CH:26][C:25]([N+]#N)=[CH:24][C:22]=3[N:23]=2)=[CH:15][CH:14]=1. (4) Given the product [OH:22][C:8]1[C:9]([C:13]([N:15]2[CH2:20][CH2:19][N:18]([CH3:21])[CH2:17][CH2:16]2)=[O:14])=[CH:10][CH:11]=[CH:12][C:7]=1[NH:6][C:5]1[C:4](=[O:23])[C:3](=[O:24])[C:2]=1[NH:30][C:29]1[CH:31]=[CH:32][C:26]([F:25])=[CH:27][CH:28]=1, predict the reactants needed to synthesize it. The reactants are: Cl[C:2]1[C:3](=[O:24])[C:4](=[O:23])[C:5]=1[NH:6][C:7]1[CH:12]=[CH:11][CH:10]=[C:9]([C:13]([N:15]2[CH2:20][CH2:19][N:18]([CH3:21])[CH2:17][CH2:16]2)=[O:14])[C:8]=1[OH:22].[F:25][C:26]1[CH:32]=[CH:31][C:29]([NH2:30])=[CH:28][CH:27]=1. (5) Given the product [Br:18][CH2:19][CH2:20][C:21]([NH:7][C:6]1[CH:8]=[CH:9][CH:10]=[CH:11][C:5]=1[C:1]([CH3:4])([CH3:2])[CH3:3])=[O:22], predict the reactants needed to synthesize it. The reactants are: [C:1]([C:5]1[CH:11]=[CH:10][CH:9]=[CH:8][C:6]=1[NH2:7])([CH3:4])([CH3:3])[CH3:2].C(=O)([O-])[O-].[K+].[K+].[Br:18][CH2:19][CH2:20][C:21](Cl)=[O:22].O. (6) The reactants are: O=[C:2]1[C:10]2[C:5](=[CH:6][C:7]([C:11]([O:13][CH3:14])=[O:12])=[CH:8][CH:9]=2)[CH2:4][CH2:3]1.[Si:15]([O:22][NH2:23])([C:18]([CH3:21])([CH3:20])[CH3:19])([CH3:17])[CH3:16].C1(C)C(S(O)(=O)=O)=CC=CC=1. Given the product [Si:15]([O:22][N:23]=[C:2]1[C:10]2[C:5](=[CH:6][C:7]([C:11]([O:13][CH3:14])=[O:12])=[CH:8][CH:9]=2)[CH2:4][CH2:3]1)([C:18]([CH3:21])([CH3:20])[CH3:19])([CH3:17])[CH3:16], predict the reactants needed to synthesize it. (7) The reactants are: C([O:8][C:9](=[O:45])[C:10]([CH3:44])([CH3:43])[CH2:11][O:12][C:13]([O:15][CH:16]([N:18]1[N:22]=[C:21]([C:23]2[CH:24]=[C:25]([C:30]3[CH:35]=[CH:34][C:33]([O:36][C:37]([F:40])([F:39])[F:38])=[CH:32][CH:31]=3)[CH:26]=[C:27]([Cl:29])[CH:28]=2)[C:20]([C:41]#[N:42])=[N:19]1)[CH3:17])=[O:14])C1C=CC=CC=1.C1CC=CCC=1. Given the product [Cl:29][C:27]1[CH:28]=[C:23]([C:21]2[C:20]([C:41]#[N:42])=[N:19][N:18]([CH:16]([O:15][C:13]([O:12][CH2:11][C:10]([CH3:43])([CH3:44])[C:9]([OH:45])=[O:8])=[O:14])[CH3:17])[N:22]=2)[CH:24]=[C:25]([C:30]2[CH:35]=[CH:34][C:33]([O:36][C:37]([F:40])([F:39])[F:38])=[CH:32][CH:31]=2)[CH:26]=1, predict the reactants needed to synthesize it. (8) The reactants are: [OH:1][CH2:2][C@H:3]1[NH:7][C:6](=[O:8])[CH2:5][CH2:4]1.N1C=CN=C1.[Si:14](Cl)([C:27]([CH3:30])([CH3:29])[CH3:28])([C:21]1[CH:26]=[CH:25][CH:24]=[CH:23][CH:22]=1)[C:15]1[CH:20]=[CH:19][CH:18]=[CH:17][CH:16]=1. Given the product [Si:14]([O:1][CH2:2][C@H:3]1[NH:7][C:6](=[O:8])[CH2:5][CH2:4]1)([C:27]([CH3:30])([CH3:29])[CH3:28])([C:21]1[CH:22]=[CH:23][CH:24]=[CH:25][CH:26]=1)[C:15]1[CH:20]=[CH:19][CH:18]=[CH:17][CH:16]=1, predict the reactants needed to synthesize it. (9) The reactants are: [CH3:1][O:2][C:3](=[O:21])[C@@H:4]([NH:12][C:13]([O:15][CH:16]1[CH2:20][CH2:19][CH2:18][CH2:17]1)=[O:14])[CH2:5][CH2:6][CH2:7][CH2:8][CH2:9][CH:10]=[CH2:11].B1C2CCCC1CCC2.C1C[O:34]CC1. Given the product [CH3:1][O:2][C:3](=[O:21])[C@@H:4]([NH:12][C:13]([O:15][CH:16]1[CH2:17][CH2:18][CH2:19][CH2:20]1)=[O:14])[CH2:5][CH2:6][CH2:7][CH2:8][CH2:9][CH2:10][CH2:11][OH:34], predict the reactants needed to synthesize it.